From a dataset of Ames mutagenicity test results for genotoxicity prediction. Regression/Classification. Given a drug SMILES string, predict its toxicity properties. Task type varies by dataset: regression for continuous values (e.g., LD50, hERG inhibition percentage) or binary classification for toxic/non-toxic outcomes (e.g., AMES mutagenicity, cardiotoxicity, hepatotoxicity). Dataset: ames. (1) The molecule is FC(F)(F)c1ccccc1Cl. The result is 0 (non-mutagenic). (2) The compound is COc1ccc2c(ccc3oc([N+](=O)[O-])cc32)c1. The result is 1 (mutagenic). (3) The molecule is O=[N+]([O-])c1cc(C(F)(F)F)cc([N+](=O)[O-])c1O. The result is 0 (non-mutagenic).